The task is: Regression/Classification. Given a drug SMILES string, predict its absorption, distribution, metabolism, or excretion properties. Task type varies by dataset: regression for continuous measurements (e.g., permeability, clearance, half-life) or binary classification for categorical outcomes (e.g., BBB penetration, CYP inhibition). Dataset: hlm.. This data is from Human liver microsome stability data. (1) The drug is Cc1nc(NC(=O)c2ccccc2OC(F)(F)F)c(C)c(-c2ccc3c(c2)N(C)CCO3)c1[C@H](OC(C)(C)C)C(=O)O. The result is 0 (unstable in human liver microsomes). (2) The compound is COC(=O)Nc1ccc2sc3cc(S(=O)(=O)N[C@@H](C(=O)O)C(C)C)ccc3c2c1. The result is 0 (unstable in human liver microsomes). (3) The molecule is CS(=O)(=O)c1cccc(-c2cnc3c(O)n(Cc4cc(F)ccc4C#N)c(N4CCC[C@@H](N)C4)nc2-3)c1. The result is 0 (unstable in human liver microsomes). (4) The drug is Nc1ncnc2c1c(Oc1cc(C(F)(F)F)ccn1)nn2[C@H]1CC[C@H](O)CC1. The result is 0 (unstable in human liver microsomes). (5) The compound is Cc1cc(C#N)cc(C)c1Oc1nc(NC2CCN(Cc3ccc(S(N)(=O)=O)cc3)CC2)nc2ccsc12. The result is 1 (stable in human liver microsomes).